This data is from Full USPTO retrosynthesis dataset with 1.9M reactions from patents (1976-2016). The task is: Predict the reactants needed to synthesize the given product. (1) The reactants are: Cl[C:2]1[N:7]=[C:6]([NH:8][C:9]2[CH:14]=[CH:13][CH:12]=[CH:11][CH:10]=2)[C:5]([Cl:15])=[CH:4][N:3]=1.[CH3:16][P:17]([C:20]1[N:25]=[C:24]([O:26][CH3:27])[C:23]([NH2:28])=[CH:22][CH:21]=1)([CH3:19])=[O:18]. Given the product [Cl:15][C:5]1[C:6]([NH:8][C:9]2[CH:14]=[CH:13][CH:12]=[CH:11][CH:10]=2)=[N:7][C:2]([NH:28][C:23]2[C:24]([O:26][CH3:27])=[N:25][C:20]([P:17]([CH3:16])([CH3:19])=[O:18])=[CH:21][CH:22]=2)=[N:3][CH:4]=1, predict the reactants needed to synthesize it. (2) Given the product [NH2:22][C:21]1[C:16]2[C:15]([C:23]3[CH:24]=[CH:25][C:26]([O:29][C:30]4[CH:35]=[CH:34][CH:33]=[CH:32][CH:31]=4)=[CH:27][CH:28]=3)=[C:14]([Cl:43])[N:13]([C@@H:10]3[CH2:11][CH2:12][N:8]([C:6]([O:5][C:1]([CH3:4])([CH3:2])[CH3:3])=[O:7])[CH2:9]3)[C:17]=2[N:18]=[CH:19][N:20]=1, predict the reactants needed to synthesize it. The reactants are: [C:1]([O:5][C:6]([N:8]1[CH2:12][CH2:11][C@@H:10]([N:13]2[C:17]3[N:18]=[CH:19][N:20]=[C:21]([NH2:22])[C:16]=3[C:15]([C:23]3[CH:28]=[CH:27][C:26]([O:29][C:30]4[CH:35]=[CH:34][CH:33]=[CH:32][CH:31]=4)=[CH:25][CH:24]=3)=[CH:14]2)[CH2:9]1)=[O:7])([CH3:4])([CH3:3])[CH3:2].C1C(=O)N([Cl:43])C(=O)C1. (3) Given the product [C:1]([O:5][C:6]([N:8]1[CH2:17][CH2:16][C:15]2[C:10](=[C:11]([NH:18][CH2:19][C:20]([OH:22])=[O:21])[CH:12]=[CH:13][CH:14]=2)[CH2:9]1)=[O:7])([CH3:4])([CH3:2])[CH3:3], predict the reactants needed to synthesize it. The reactants are: [C:1]([O:5][C:6]([N:8]1[CH2:17][CH2:16][C:15]2[C:10](=[C:11]([NH:18][CH2:19][C:20]([O:22]CC)=[O:21])[CH:12]=[CH:13][CH:14]=2)[CH2:9]1)=[O:7])([CH3:4])([CH3:3])[CH3:2].[Li+].[OH-]. (4) Given the product [C:20]([CH:19]([C:14]1[CH:15]=[CH:16][C:17]([Cl:18])=[C:12]([Cl:11])[CH:13]=1)[C:1]([O:5][CH2:6][CH3:7])=[O:8])#[N:21], predict the reactants needed to synthesize it. The reactants are: [C:1](=[O:8])([O:5][CH2:6][CH3:7])OCC.[H-].[Na+].[Cl:11][C:12]1[CH:13]=[C:14]([CH2:19][C:20]#[N:21])[CH:15]=[CH:16][C:17]=1[Cl:18].Cl.